This data is from Forward reaction prediction with 1.9M reactions from USPTO patents (1976-2016). The task is: Predict the product of the given reaction. (1) Given the reactants [Cl:1][C:2]1[CH:7]=[CH:6][CH:5]=[C:4]([F:8])[C:3]=1[C:9]1[NH:13][C:12](=[O:14])[N:11]([C:15]2[CH:24]=[CH:23][C:18]([C:19]([O:21]C)=O)=[CH:17][CH:16]=2)[N:10]=1.[F:25][C:26]1[CH:32]=[CH:31][C:30]([C:33]([F:36])([F:35])[F:34])=[CH:29][C:27]=1[NH2:28].C[Al](C)C, predict the reaction product. The product is: [Cl:1][C:2]1[CH:7]=[CH:6][CH:5]=[C:4]([F:8])[C:3]=1[C:9]1[NH:13][C:12](=[O:14])[N:11]([C:15]2[CH:16]=[CH:17][C:18]([C:19]([NH:28][C:27]3[CH:29]=[C:30]([C:33]([F:34])([F:35])[F:36])[CH:31]=[CH:32][C:26]=3[F:25])=[O:21])=[CH:23][CH:24]=2)[N:10]=1. (2) Given the reactants Br[C:2]1[CH:3]=[C:4]([C:8]2[CH:13]=[CH:12][CH:11]=[CH:10][N:9]=2)[CH:5]=[CH:6][CH:7]=1.[B:14]1([B:14]2[O:18][C:17]([CH3:20])([CH3:19])[C:16]([CH3:22])([CH3:21])[O:15]2)[O:18][C:17]([CH3:20])([CH3:19])[C:16]([CH3:22])([CH3:21])[O:15]1.C([O-])(=O)C.[K+], predict the reaction product. The product is: [CH3:21][C:16]1([CH3:22])[C:17]([CH3:20])([CH3:19])[O:18][B:14]([C:2]2[CH:3]=[C:4]([C:8]3[CH:13]=[CH:12][CH:11]=[CH:10][N:9]=3)[CH:5]=[CH:6][CH:7]=2)[O:15]1.